This data is from Drug-target binding data from BindingDB using IC50 measurements. The task is: Regression. Given a target protein amino acid sequence and a drug SMILES string, predict the binding affinity score between them. We predict pIC50 (pIC50 = -log10(IC50 in M); higher means more potent). Dataset: bindingdb_ic50. The drug is O=C(O)C1(C(F)(F)F)CCC1. The target protein sequence is GRQKARGAATRARQKQRASLETMDKAVQRFRLQNPDLDSEALLTLPLLQLVQKLQSGELSPEAVFFTYLGKAWEVNKGTNCVTSYLTDCETQLSQAPRQGLLYGVPVSLKECFSYKGHDSTLGLSLNEGMPSESDCVVVQVLKLQGAVPFVHTNVPQSMLSFDCSNPLFGQTMNPWKSSKSPGGSSGGEGALIGSGGSPLGLGTDIGGSIRFPSAFCGICGLKPTGNRLSKSGLKGCVYGQTAVQLSLGPMARDVESLALCLKALLCEHLFTLDPTVPPLPFREEVYRSSRPLRVGYYETDNYTMPSPAMRRALIETKQRLEAAGHTLIPFLPNNIPYALEVLSAGGLFSDGGRSFLQNFKGDFVDPCLGDLILILRLPSWFKRLLSLLLKPLFPRLAAFLNSMRPRSAEKLWKLQHEIEMYRQSVIAQWKAMNLDVLLTPMLGPALDLNTPGRATGAISYTVLYNCLDFPAGVVPVTTVTAEDDAQMELYKGYFGDIWD.... The pIC50 is 3.3.